From a dataset of NCI-60 drug combinations with 297,098 pairs across 59 cell lines. Regression. Given two drug SMILES strings and cell line genomic features, predict the synergy score measuring deviation from expected non-interaction effect. (1) Drug 1: C1=C(C(=O)NC(=O)N1)F. Drug 2: C(CC(=O)O)C(=O)CN.Cl. Cell line: UACC62. Synergy scores: CSS=38.0, Synergy_ZIP=-5.58, Synergy_Bliss=-10.4, Synergy_Loewe=-19.2, Synergy_HSA=-8.38. (2) Drug 1: CC1CCC2CC(C(=CC=CC=CC(CC(C(=O)C(C(C(=CC(C(=O)CC(OC(=O)C3CCCCN3C(=O)C(=O)C1(O2)O)C(C)CC4CCC(C(C4)OC)O)C)C)O)OC)C)C)C)OC. Drug 2: CC(C)CN1C=NC2=C1C3=CC=CC=C3N=C2N. Cell line: HOP-62. Synergy scores: CSS=14.8, Synergy_ZIP=-4.23, Synergy_Bliss=1.69, Synergy_Loewe=-1.07, Synergy_HSA=3.12. (3) Drug 1: C1=C(C(=O)NC(=O)N1)N(CCCl)CCCl. Drug 2: CC=C1C(=O)NC(C(=O)OC2CC(=O)NC(C(=O)NC(CSSCCC=C2)C(=O)N1)C(C)C)C(C)C. Cell line: SK-OV-3. Synergy scores: CSS=41.4, Synergy_ZIP=-1.36, Synergy_Bliss=2.01, Synergy_Loewe=-24.5, Synergy_HSA=2.60. (4) Drug 1: C1=NC2=C(N1)C(=S)N=CN2. Drug 2: CCC1(C2=C(COC1=O)C(=O)N3CC4=CC5=C(C=CC(=C5CN(C)C)O)N=C4C3=C2)O.Cl. Cell line: UACC-257. Synergy scores: CSS=13.6, Synergy_ZIP=-9.33, Synergy_Bliss=-3.04, Synergy_Loewe=-11.7, Synergy_HSA=-3.52. (5) Drug 1: CCCCCOC(=O)NC1=NC(=O)N(C=C1F)C2C(C(C(O2)C)O)O. Drug 2: COCCOC1=C(C=C2C(=C1)C(=NC=N2)NC3=CC=CC(=C3)C#C)OCCOC.Cl. Cell line: SF-295. Synergy scores: CSS=-5.07, Synergy_ZIP=-1.14, Synergy_Bliss=-6.56, Synergy_Loewe=-7.86, Synergy_HSA=-7.23. (6) Drug 1: CC1C(C(CC(O1)OC2CC(OC(C2O)C)OC3=CC4=CC5=C(C(=O)C(C(C5)C(C(=O)C(C(C)O)O)OC)OC6CC(C(C(O6)C)O)OC7CC(C(C(O7)C)O)OC8CC(C(C(O8)C)O)(C)O)C(=C4C(=C3C)O)O)O)O. Drug 2: COC1=NC(=NC2=C1N=CN2C3C(C(C(O3)CO)O)O)N. Cell line: LOX IMVI. Synergy scores: CSS=9.87, Synergy_ZIP=0.255, Synergy_Bliss=-1.02, Synergy_Loewe=-47.9, Synergy_HSA=-1.36.